From a dataset of Forward reaction prediction with 1.9M reactions from USPTO patents (1976-2016). Predict the product of the given reaction. Given the reactants [CH:1]([C:3]1[CH:8]=[CH:7][N:6]=[CH:5][CH:4]=1)=[CH2:2].[NH:9]1[C:17]2[C:12](=[CH:13][CH:14]=[CH:15][CH:16]=2)[CH:11]=[CH:10]1, predict the reaction product. The product is: [N:6]1[CH:7]=[CH:8][C:3]([CH2:1][CH2:2][N:9]2[C:17]3[C:12](=[CH:13][CH:14]=[CH:15][CH:16]=3)[CH:11]=[CH:10]2)=[CH:4][CH:5]=1.